Dataset: NCI-60 drug combinations with 297,098 pairs across 59 cell lines. Task: Regression. Given two drug SMILES strings and cell line genomic features, predict the synergy score measuring deviation from expected non-interaction effect. (1) Drug 1: CC(C)NC(=O)C1=CC=C(C=C1)CNNC.Cl. Drug 2: CC(C)CN1C=NC2=C1C3=CC=CC=C3N=C2N. Cell line: SK-MEL-5. Synergy scores: CSS=9.00, Synergy_ZIP=-3.02, Synergy_Bliss=-1.20, Synergy_Loewe=-0.992, Synergy_HSA=-0.959. (2) Drug 1: CC1OCC2C(O1)C(C(C(O2)OC3C4COC(=O)C4C(C5=CC6=C(C=C35)OCO6)C7=CC(=C(C(=C7)OC)O)OC)O)O. Drug 2: C(CC(=O)O)C(=O)CN.Cl. Cell line: HCT-15. Synergy scores: CSS=43.4, Synergy_ZIP=-1.04, Synergy_Bliss=1.43, Synergy_Loewe=-29.1, Synergy_HSA=1.48. (3) Synergy scores: CSS=2.73, Synergy_ZIP=-1.77, Synergy_Bliss=-3.28, Synergy_Loewe=-1.64, Synergy_HSA=-2.29. Cell line: CCRF-CEM. Drug 2: CC(C)CN1C=NC2=C1C3=CC=CC=C3N=C2N. Drug 1: CN1C(=O)N2C=NC(=C2N=N1)C(=O)N. (4) Drug 1: COC1=C(C=C2C(=C1)N=CN=C2NC3=CC(=C(C=C3)F)Cl)OCCCN4CCOCC4. Drug 2: C1=CC(=CC=C1CCC2=CNC3=C2C(=O)NC(=N3)N)C(=O)NC(CCC(=O)O)C(=O)O. Cell line: SF-268. Synergy scores: CSS=27.9, Synergy_ZIP=-4.84, Synergy_Bliss=1.82, Synergy_Loewe=4.00, Synergy_HSA=5.31. (5) Drug 1: CC1=C(C=C(C=C1)NC2=NC=CC(=N2)N(C)C3=CC4=NN(C(=C4C=C3)C)C)S(=O)(=O)N.Cl. Drug 2: CC1CCCC2(C(O2)CC(NC(=O)CC(C(C(=O)C(C1O)C)(C)C)O)C(=CC3=CSC(=N3)C)C)C. Cell line: NCI-H522. Synergy scores: CSS=-3.01, Synergy_ZIP=-1.03, Synergy_Bliss=-3.38, Synergy_Loewe=-8.17, Synergy_HSA=-3.90. (6) Drug 1: C1=NC2=C(N1)C(=S)N=C(N2)N. Drug 2: CC1CCC2CC(C(=CC=CC=CC(CC(C(=O)C(C(C(=CC(C(=O)CC(OC(=O)C3CCCCN3C(=O)C(=O)C1(O2)O)C(C)CC4CCC(C(C4)OC)O)C)C)O)OC)C)C)C)OC. Cell line: EKVX. Synergy scores: CSS=39.4, Synergy_ZIP=-8.71, Synergy_Bliss=-3.80, Synergy_Loewe=2.66, Synergy_HSA=4.24.